This data is from Reaction yield outcomes from USPTO patents with 853,638 reactions. The task is: Predict the reaction yield, written as a fraction of the theoretical maximum amount of product (1.0 means a 100% yield; for example, 0.34 means a 34% yield). (1) The reactants are [F:1][C:2]1[CH:3]=[C:4]([CH:40]=[CH:41][CH:42]=1)[CH2:5][N:6]1[CH:10]=[C:9]([C:11]2[C:19]3[C:14](=[N:15][CH:16]=[C:17]([C:20]4[CH:25]=[CH:24][C:23]([CH:26]5[CH2:31][CH2:30][N:29](C(OC(C)(C)C)=O)[CH2:28][CH2:27]5)=[CH:22][CH:21]=4)[CH:18]=3)[NH:13][CH:12]=2)[C:8]([CH3:39])=[N:7]1. The catalyst is C(O)(C(F)(F)F)=O.CO. The product is [F:1][C:2]1[CH:3]=[C:4]([CH:40]=[CH:41][CH:42]=1)[CH2:5][N:6]1[CH:10]=[C:9]([C:11]2[C:19]3[C:14](=[N:15][CH:16]=[C:17]([C:20]4[CH:21]=[CH:22][C:23]([CH:26]5[CH2:31][CH2:30][NH:29][CH2:28][CH2:27]5)=[CH:24][CH:25]=4)[CH:18]=3)[NH:13][CH:12]=2)[C:8]([CH3:39])=[N:7]1. The yield is 1.52. (2) The reactants are C1(P(C2CCCCC2)C2CCCCC2)CCCCC1.CCCCCC[CH2:26][CH2:27][CH2:28][CH2:29][CH2:30][CH2:31][CH3:32].C[Si](C)(C)O[C:36]1[CH:37]=[C:38]2[C:43](=[CH:44][CH:45]=1)[CH2:42][CH2:41][CH2:40][CH2:39]2.C1(C)C(C2C(C)=CC=CC=2)=CC=CC=1.CC1C=CC(O)=CC=1. No catalyst specified. The product is [CH3:32][C:31]1[CH:26]=[CH:27][C:28]([C:36]2[CH:37]=[C:38]3[C:43](=[CH:44][CH:45]=2)[CH2:42][CH2:41][CH2:40][CH2:39]3)=[CH:29][CH:30]=1. The yield is 0.670. (3) The product is [ClH:5].[Cl:5][C:6]1[CH:11]=[CH:10][C:9]([C:12]2[S:38][C:15]3[C:16](=[O:37])[N:17]([C:20]4[CH:21]=[N:22][C:23]([N:26]5[CH2:30][CH2:29][C@@H:28]([N:31]([CH2:33][CH:34]([F:36])[F:35])[CH3:32])[CH2:27]5)=[CH:24][CH:25]=4)[CH:18]=[CH:19][C:14]=3[CH:13]=2)=[CH:8][CH:7]=1. The reactants are Cl.C(O)C.[Cl:5][C:6]1[CH:11]=[CH:10][C:9]([C:12]2[S:38][C:15]3[C:16](=[O:37])[N:17]([C:20]4[CH:21]=[N:22][C:23]([N:26]5[CH2:30][CH2:29][C@@H:28]([N:31]([CH2:33][CH:34]([F:36])[F:35])[CH3:32])[CH2:27]5)=[CH:24][CH:25]=4)[CH:18]=[CH:19][C:14]=3[CH:13]=2)=[CH:8][CH:7]=1. The yield is 0.800. The catalyst is ClCCl.CCOCC. (4) The reactants are [Cl:1][C:2]1[N:7]=[C:6](Cl)[C:5]([Cl:9])=[CH:4][N:3]=1.[NH2:10][C:11]1[CH:22]=[CH:21][CH:20]=[CH:19][C:12]=1[C:13]([NH:15][CH:16]([CH3:18])[CH3:17])=[O:14].C(N(C(C)C)CC)(C)C. The catalyst is C(O)(C)C. The product is [Cl:1][C:2]1[N:7]=[C:6]([NH:10][C:11]2[CH:22]=[CH:21][CH:20]=[CH:19][C:12]=2[C:13]([NH:15][CH:16]([CH3:18])[CH3:17])=[O:14])[C:5]([Cl:9])=[CH:4][N:3]=1. The yield is 0.900. (5) The reactants are [Br:1][C:2]1[C:11]([OH:12])=[CH:10][CH:9]=[C:8]2[C:3]=1[CH:4]=[CH:5][C:6]([CH3:13])=[N:7]2.[CH2:14]([O:18][CH2:19][C:20]1[CH:25]=[CH:24][CH:23]=[CH:22][CH:21]=1)[C@@H:15]1[O:17][CH2:16]1.C(N(CC)CC)C.O. The catalyst is CC(N(C)C)=O. The product is [CH2:19]([O:18][CH2:14][C@H:15]([OH:17])[CH2:16][O:12][C:11]1[C:2]([Br:1])=[C:3]2[C:8](=[CH:9][CH:10]=1)[N:7]=[C:6]([CH3:13])[CH:5]=[CH:4]2)[C:20]1[CH:25]=[CH:24][CH:23]=[CH:22][CH:21]=1. The yield is 0.730. (6) The reactants are [F:1][C:2]1[CH:7]=[CH:6][C:5]([CH:8]([C:10]2[CH:15]=[CH:14][CH:13]=[CH:12][CH:11]=2)O)=[CH:4][CH:3]=1.S(Cl)([Cl:18])=O. The catalyst is ClCCl. The product is [Cl:18][CH:8]([C:10]1[CH:15]=[CH:14][CH:13]=[CH:12][CH:11]=1)[C:5]1[CH:6]=[CH:7][C:2]([F:1])=[CH:3][CH:4]=1. The yield is 0.940.